From a dataset of Peptide-MHC class II binding affinity with 134,281 pairs from IEDB. Regression. Given a peptide amino acid sequence and an MHC pseudo amino acid sequence, predict their binding affinity value. This is MHC class II binding data. (1) The peptide sequence is KVRSHAAIGAYLEEQ. The MHC is HLA-DQA10303-DQB10402 with pseudo-sequence HLA-DQA10303-DQB10402. The binding affinity (normalized) is 0.468. (2) The peptide sequence is FFIQSFTMSTALKRL. The MHC is HLA-DQA10301-DQB10302 with pseudo-sequence HLA-DQA10301-DQB10302. The binding affinity (normalized) is 0.197. (3) The peptide sequence is LASVAMCRTPFSLAE. The MHC is DRB1_0801 with pseudo-sequence DRB1_0801. The binding affinity (normalized) is 0.513. (4) The peptide sequence is VFKEKVDTRAKDPPA. The MHC is HLA-DQA10501-DQB10402 with pseudo-sequence HLA-DQA10501-DQB10402. The binding affinity (normalized) is 0. (5) The peptide sequence is QFRRVKCKYPEGTKV. The MHC is DRB1_1101 with pseudo-sequence DRB1_1101. The binding affinity (normalized) is 0.304. (6) The peptide sequence is KTVSEGAVDIINKWQ. The MHC is DRB3_0101 with pseudo-sequence DRB3_0101. The binding affinity (normalized) is 0.429. (7) The peptide sequence is TGKKITAHLKRLWKM. The MHC is DRB4_0103 with pseudo-sequence DRB4_0103. The binding affinity (normalized) is 0.524.